Predict which catalyst facilitates the given reaction. From a dataset of Catalyst prediction with 721,799 reactions and 888 catalyst types from USPTO. (1) Reactant: O=[C:2]1[CH2:5][N:4]([C:6]([O:8][C:9]([CH3:12])([CH3:11])[CH3:10])=[O:7])[CH2:3]1.Cl.[CH3:14][NH:15][CH:16]1[CH2:18][CH2:17]1.C(O[BH-](OC(=O)C)OC(=O)C)(=O)C.[Na+]. Product: [CH:16]1([N:15]([CH3:14])[CH:2]2[CH2:5][N:4]([C:6]([O:8][C:9]([CH3:12])([CH3:11])[CH3:10])=[O:7])[CH2:3]2)[CH2:18][CH2:17]1. The catalyst class is: 124. (2) Reactant: [F:1][C:2]([F:20])([C:7]1[CH:19]=[CH:18][C:10]2[S:11][C:12]([C:14]([O:16]C)=[O:15])=[CH:13][C:9]=2[CH:8]=1)[C:3]([F:6])([F:5])[F:4].O.[OH-].[Li+].O. Product: [F:20][C:2]([F:1])([C:7]1[CH:19]=[CH:18][C:10]2[S:11][C:12]([C:14]([OH:16])=[O:15])=[CH:13][C:9]=2[CH:8]=1)[C:3]([F:6])([F:5])[F:4]. The catalyst class is: 5.